From a dataset of Full USPTO retrosynthesis dataset with 1.9M reactions from patents (1976-2016). Predict the reactants needed to synthesize the given product. Given the product [Br:16][C:17]1[C:18]([N:12]2[CH2:13][CH2:14][CH2:15][C@@H:10]([N:2]([CH3:1])[C:3](=[O:9])[O:4][C:5]([CH3:8])([CH3:6])[CH3:7])[CH2:11]2)=[C:19]2[C:25]([NH:26][C:27](=[O:31])[CH:28]([CH3:29])[CH3:30])=[CH:24][NH:23][C:20]2=[N:21][CH:22]=1, predict the reactants needed to synthesize it. The reactants are: [CH3:1][N:2]([C@@H:10]1[CH2:15][CH2:14][CH2:13][NH:12][CH2:11]1)[C:3](=[O:9])[O:4][C:5]([CH3:8])([CH3:7])[CH3:6].[Br:16][C:17]1[C:18](F)=[C:19]2[C:25]([NH:26][C:27](=[O:31])[CH:28]([CH3:30])[CH3:29])=[CH:24][NH:23][C:20]2=[N:21][CH:22]=1.CC#N.O.